This data is from Full USPTO retrosynthesis dataset with 1.9M reactions from patents (1976-2016). The task is: Predict the reactants needed to synthesize the given product. (1) Given the product [F:9][C:7]1([F:10])[O:6][C:5]2[CH:11]=[CH:12][C:2]([C:21]#[C:20][CH2:19][O:22][CH:23]3[CH2:28][CH2:27][CH2:26][CH2:25][O:24]3)=[CH:3][C:4]=2[O:8]1, predict the reactants needed to synthesize it. The reactants are: Br[C:2]1[CH:12]=[CH:11][C:5]2[O:6][C:7]([F:10])([F:9])[O:8][C:4]=2[CH:3]=1.C(=O)([O-])[O-].[Cs+].[Cs+].[CH2:19]([O:22][CH:23]1[CH2:28][CH2:27][CH2:26][CH2:25][O:24]1)[C:20]#[CH:21].C1(P(C2CCCCC2)C2C=CC=CC=2C2C(C(C)C)=CC(C(C)C)=CC=2C(C)C)CCCCC1. (2) Given the product [CH3:1][O:2][C:3](=[O:23])[C:4]1[CH:5]=[CH:6][C:7]([CH:10]([NH:15][C:16]([O:18][C:19]([CH3:20])([CH3:22])[CH3:21])=[O:17])[CH2:11][C:12]([O:14][C:30]([CH3:33])([CH3:32])[CH3:31])=[O:13])=[CH:8][CH:9]=1, predict the reactants needed to synthesize it. The reactants are: [CH3:1][O:2][C:3](=[O:23])[C:4]1[CH:9]=[CH:8][C:7]([CH:10]([NH:15][C:16]([O:18][C:19]([CH3:22])([CH3:21])[CH3:20])=[O:17])[CH2:11][C:12]([OH:14])=[O:13])=[CH:6][CH:5]=1.C([O-])([O-])=O.[K+].[K+].[C:30](Br)([CH3:33])([CH3:32])[CH3:31]. (3) Given the product [C:1]([O:5][C:6](=[O:7])[NH:8][C:9]1[C:10]([CH3:22])=[N:11][N:12]2[C:16]([Br:25])=[C:15]([S:20][CH3:21])[S:14][C:13]=12)([CH3:4])([CH3:3])[CH3:2], predict the reactants needed to synthesize it. The reactants are: [C:1]([O:5][C:6]([NH:8][C:9]1[C:10]([CH3:22])=[N:11][N:12]2[C:16](C(O)=O)=[C:15]([S:20][CH3:21])[S:14][C:13]=12)=[O:7])([CH3:4])([CH3:3])[CH3:2].[OH-].[K+].[Br:25]Br. (4) Given the product [NH2:11][C@H:12]1[CH2:17][CH2:16][N:15]([C:18]2[CH:19]=[CH:20][C:21]([F:28])=[C:22]([CH:27]=2)[C:23]([O:25][CH3:26])=[O:24])[CH2:14][C@H:13]1[O:29][CH3:30], predict the reactants needed to synthesize it. The reactants are: C(OC([NH:11][C@H:12]1[CH2:17][CH2:16][N:15]([C:18]2[CH:19]=[CH:20][C:21]([F:28])=[C:22]([CH:27]=2)[C:23]([O:25][CH3:26])=[O:24])[CH2:14][C@H:13]1[O:29][CH3:30])=O)C1C=CC=CC=1. (5) Given the product [Cl:1][C:2]1[N:7]=[C:6]([Cl:8])[C:5]2[C:9]3([CH2:33][CH2:32]3)[C:10](=[O:12])[N:15]([CH2:16][C:17]3[CH:18]=[CH:19][C:20]([O:23][CH3:24])=[CH:21][CH:22]=3)[C:4]=2[N:3]=1, predict the reactants needed to synthesize it. The reactants are: [Cl:1][C:2]1[N:7]=[C:6]([Cl:8])[C:5]([CH2:9][C:10]([O:12]CC)=O)=[C:4]([NH:15][CH2:16][C:17]2[CH:22]=[CH:21][C:20]([O:23][CH3:24])=[CH:19][CH:18]=2)[N:3]=1.C(=O)([O-])[O-].[K+].[K+].Br[CH2:32][CH2:33]Br.